This data is from Experimentally validated miRNA-target interactions with 360,000+ pairs, plus equal number of negative samples. The task is: Binary Classification. Given a miRNA mature sequence and a target amino acid sequence, predict their likelihood of interaction. The miRNA is hsa-miR-15a-5p with sequence UAGCAGCACAUAAUGGUUUGUG. The protein sequence of the target gene is MTTQQIDLQGPGPWGFRLVGGKDFEQPLAISRVTPGSKAALANLCIGDVITAIDGENTSNMTHLEAQNRIKGCTDNLTLTVARSEHKVWSPLVTEEGKRHPYKMNLASEPQEVLHIGSAHNRSAMPFTASPASSTTARVITNQYNNPAGLYSSENISNFNNALESKTAASGVEANSRPLDHAQPPSSLVIDKESEVYKMLQEKQELNEPPKQSTSFLVLQEILESEEKGDPNKPSGFRSVKAPVTKVAASIGNAQKLPMCDKCGTGIVGVFVKLRDRHRHPECYVCTDCGTNLKQKGHFF.... Result: 0 (no interaction).